From a dataset of Forward reaction prediction with 1.9M reactions from USPTO patents (1976-2016). Predict the product of the given reaction. (1) Given the reactants Br[C:2]1[CH:3]=[C:4]2[C:9](=[CH:10][CH:11]=1)[CH:8]=[C:7]([C:12]1[NH:16][C:15]([C@@H:17]3[CH2:21][CH2:20][CH2:19][N:18]3[C:22](=[O:32])[C@@H:23]([NH:27][C:28](=[O:31])[O:29][CH3:30])[CH:24]([CH3:26])[CH3:25])=[N:14][CH:13]=1)[CH:6]=[CH:5]2.[B:33]1([B:33]2[O:37][C:36]([CH3:39])([CH3:38])[C:35]([CH3:41])([CH3:40])[O:34]2)[O:37][C:36]([CH3:39])([CH3:38])[C:35]([CH3:41])([CH3:40])[O:34]1.C([O-])(=O)C.[K+], predict the reaction product. The product is: [CH3:30][O:29][C:28](=[O:31])[NH:27][C@H:23]([C:22]([N:18]1[CH2:19][CH2:20][CH2:21][C@H:17]1[C:15]1[NH:16][C:12]([C:7]2[CH:6]=[CH:5][C:4]3[C:9](=[CH:10][CH:11]=[C:2]([B:33]4[O:37][C:36]([CH3:39])([CH3:38])[C:35]([CH3:41])([CH3:40])[O:34]4)[CH:3]=3)[CH:8]=2)=[CH:13][N:14]=1)=[O:32])[CH:24]([CH3:26])[CH3:25]. (2) Given the reactants [C:1]1([CH2:7][CH2:8][CH2:9][C:10]2[O:14][N:13]=[C:12]([C:15]([OH:17])=O)[CH:11]=2)[CH:6]=[CH:5][CH:4]=[CH:3][CH:2]=1.[O:18]1[CH2:23][CH2:22][CH:21]([CH2:24][NH2:25])[CH2:20][CH2:19]1.C(N(CC)CC)C.ON1C2C=CC=CC=2N=N1.Cl.C(N=C=NCCCN(C)C)C, predict the reaction product. The product is: [O:18]1[CH2:23][CH2:22][CH:21]([CH2:24][NH:25][C:15]([C:12]2[CH:11]=[C:10]([CH2:9][CH2:8][CH2:7][C:1]3[CH:2]=[CH:3][CH:4]=[CH:5][CH:6]=3)[O:14][N:13]=2)=[O:17])[CH2:20][CH2:19]1. (3) Given the reactants [C:1]([O:5][C:6]([NH:8][C@H:9]([C:21]([OH:23])=O)[CH2:10][C:11]1[CH:16]=[CH:15][C:14]([C:17]([O:19][CH3:20])=[O:18])=[CH:13][CH:12]=1)=[O:7])([CH3:4])([CH3:3])[CH3:2].C(N(CC)CC)C.Cl.[CH3:32][NH:33][CH2:34][C:35]([O:37][CH3:38])=[O:36].C1C=CC2N(O)N=NC=2C=1.CCN=C=NCCCN(C)C.C(O)(=O)CC(CC(O)=O)(C(O)=O)O.C(OCC)(=O)C, predict the reaction product. The product is: [C:1]([O:5][C:6]([NH:8][C@H:9]([C:21]([N:33]([CH3:32])[CH2:34][C:35]([O:37][CH3:38])=[O:36])=[O:23])[CH2:10][C:11]1[CH:12]=[CH:13][C:14]([C:17]([O:19][CH3:20])=[O:18])=[CH:15][CH:16]=1)=[O:7])([CH3:2])([CH3:3])[CH3:4].